From a dataset of Forward reaction prediction with 1.9M reactions from USPTO patents (1976-2016). Predict the product of the given reaction. The product is: [ClH:1].[ClH:1].[N:2]12[CH2:11][CH:6]3[CH2:7][CH:8]([CH2:10][CH:4]([C@H:5]3[NH:12][C:23]([C:21]3[CH:22]=[C:18]([C:14]4[S:13][CH:17]=[CH:16][CH:15]=4)[NH:19][N:20]=3)=[O:24])[CH2:3]1)[CH2:9]2. Given the reactants [ClH:1].[N:2]12[CH2:11][CH:6]3[CH2:7][CH:8]([CH2:10][CH:4]([C@H:5]3[NH2:12])[CH2:3]1)[CH2:9]2.[S:13]1[CH:17]=[CH:16][CH:15]=[C:14]1[C:18]1[CH:22]=[C:21]([C:23](O)=[O:24])[NH:20][N:19]=1.N, predict the reaction product.